From a dataset of Catalyst prediction with 721,799 reactions and 888 catalyst types from USPTO. Predict which catalyst facilitates the given reaction. (1) Reactant: [C:1]1([S:7][C:8]2[CH:9]=[C:10]([CH:13]=[CH:14][CH:15]=2)[CH:11]=[O:12])[CH:6]=[CH:5][CH:4]=[CH:3][CH:2]=1.[BH4-].[Na+].O. Product: [C:1]1([S:7][C:8]2[CH:9]=[C:10]([CH2:11][OH:12])[CH:13]=[CH:14][CH:15]=2)[CH:6]=[CH:5][CH:4]=[CH:3][CH:2]=1. The catalyst class is: 8. (2) Reactant: [CH3:1][C:2]1([CH3:10])[C:6](=O)[CH2:5][C:4]([CH3:9])([CH3:8])[O:3]1.[CH3:11][CH:12]([CH3:15])[CH2:13][NH2:14].[S-:16][C:17]#[N:18].[K+].II. Product: [CH2:13]([N:14]1[C:5]2[C:4]([CH3:9])([CH3:8])[O:3][C:2]([CH3:10])([CH3:1])[C:6]=2[S:16][C:17]1=[NH:18])[CH:12]([CH3:15])[CH3:11]. The catalyst class is: 10. (3) Reactant: [NH2:1][C:2]1[CH:3]=[CH:4][C:5]([Cl:8])=[N:6][CH:7]=1.C(=O)([O-])[O-].[Ca+2].[I:14](Cl)(=O)=O.I(Cl)(=O)=O.C([N+](C)(C)C)C1C=CC=CC=1. Product: [NH2:1][C:2]1[C:7]([I:14])=[N:6][C:5]([Cl:8])=[CH:4][CH:3]=1. The catalyst class is: 98. (4) Reactant: Br[C:2]1[CH:7]=[CH:6][C:5]([CH2:8][C@@H:9]([NH:16][C:17]([O:19][C:20]([CH3:23])([CH3:22])[CH3:21])=[O:18])[CH2:10][C:11]([O:13][CH2:14][CH3:15])=[O:12])=[CH:4][CH:3]=1.[C:24]1(B(O)O)[CH:29]=[CH:28][CH:27]=[CH:26][CH:25]=1.C([O-])([O-])=O.[Na+].[Na+]. Product: [C:2]1([C:24]2[CH:29]=[CH:28][CH:27]=[CH:26][CH:25]=2)[CH:7]=[CH:6][C:5]([CH2:8][C@@H:9]([NH:16][C:17]([O:19][C:20]([CH3:23])([CH3:22])[CH3:21])=[O:18])[CH2:10][C:11]([O:13][CH2:14][CH3:15])=[O:12])=[CH:4][CH:3]=1. The catalyst class is: 109. (5) Reactant: [O:1]=[C:2]1[C:6]2([CH2:11][CH2:10][N:9]([C:12]([O:14][C:15]([CH3:18])([CH3:17])[CH3:16])=[O:13])[CH2:8][CH2:7]2)[CH2:5][CH2:4][NH:3]1.CC1(C)C2[C:41](=[C:42](P(C3C=CC=CC=3)C3C=CC=CC=3)[CH:43]=[CH:44][CH:45]=2)[O:40]C2C(P(C3C=CC=CC=3)C3C=CC=CC=3)=CC=CC1=2.O.C(=O)([O-])[O-:63].[K+].[K+]. Product: [CH3:45][CH:44]1[C:43]([N:3]2[CH2:4][CH2:5][C:6]3([CH2:11][CH2:10][N:9]([C:12]([O:14][C:15]([CH3:18])([CH3:17])[CH3:16])=[O:13])[CH2:8][CH2:7]3)[C:2]2=[O:1])=[CH:42][C:41](=[O:63])[O:40]1. The catalyst class is: 164. (6) Reactant: [CH3:1][O:2][C:3]1[CH:29]=[CH:28][C:6]([CH2:7][N:8]2[C:12]3[N:13]=[CH:14][C:15]4[CH2:16][N:17](C(OC(C)(C)C)=O)[CH2:18][CH2:19][C:20]=4[C:11]=3[CH:10]=[N:9]2)=[CH:5][CH:4]=1.FC(F)(F)C(O)=O. Product: [CH3:1][O:2][C:3]1[CH:4]=[CH:5][C:6]([CH2:7][N:8]2[C:12]3[N:13]=[CH:14][C:15]4[CH2:16][NH:17][CH2:18][CH2:19][C:20]=4[C:11]=3[CH:10]=[N:9]2)=[CH:28][CH:29]=1. The catalyst class is: 4. (7) Reactant: C(=O)([O-])[O-].[Cu+2:5].[CH3:6][S:7]([OH:10])(=[O:9])=[O:8].C(=O)=O. The catalyst class is: 6. Product: [CH3:6][S:7]([O-:10])(=[O:9])=[O:8].[Cu+2:5].[CH3:6][S:7]([O-:10])(=[O:9])=[O:8]. (8) The catalyst class is: 337. Product: [CH2:1]([O:3][C:4]1([C:7]2[CH:12]=[CH:11][C:10]([C:13]#[C:14][C:25]3[CH:26]=[CH:27][C:22]([CH2:21][C:20]([O:19][CH3:18])=[O:29])=[CH:23][CH:24]=3)=[CH:9][C:8]=2[CH:15]([CH3:16])[CH3:17])[CH2:6][CH2:5]1)[CH3:2]. Reactant: [CH2:1]([O:3][C:4]1([C:7]2[CH:12]=[CH:11][C:10]([C:13]#[CH:14])=[CH:9][C:8]=2[CH:15]([CH3:17])[CH3:16])[CH2:6][CH2:5]1)[CH3:2].[CH3:18][O:19][C:20](=[O:29])[CH2:21][C:22]1[CH:27]=[CH:26][C:25](I)=[CH:24][CH:23]=1. (9) Reactant: [N+:1]([C:4]1[CH:9]=[CH:8][C:7]([CH2:10][CH2:11][C:12](O)=O)=[CH:6][CH:5]=1)([O-:3])=[O:2].C[N:16]([CH:18]=O)C.C(Cl)(=O)C(Cl)=O.O.[NH2:27][NH2:28]. Product: [N+:1]([C:4]1[CH:9]=[CH:8][C:7]([CH2:10][CH2:11][C:12]2[N:16]=[CH:18][NH:28][N:27]=2)=[CH:6][CH:5]=1)([O-:3])=[O:2]. The catalyst class is: 322.